Regression/Classification. Given a drug SMILES string, predict its toxicity properties. Task type varies by dataset: regression for continuous values (e.g., LD50, hERG inhibition percentage) or binary classification for toxic/non-toxic outcomes (e.g., AMES mutagenicity, cardiotoxicity, hepatotoxicity). Dataset: herg_karim. From a dataset of hERG potassium channel inhibition data for cardiac toxicity prediction from Karim et al.. (1) The result is 1 (blocker). The drug is CC(=O)N1CCN(c2cnc3cc(C(F)(F)F)cc(NCc4cccc([N+](=O)[O-])c4)c3c2)CC1. (2) The molecule is NC(=O)c1cnc(N(CCc2ccccc2)[C@H]2CCCNC2)c2cc(-c3ccccc3)sc12. The result is 1 (blocker). (3) The drug is COc1cnc2ccc(=O)n(CCN3CCC(c4nc5cc(C#N)ccc5[nH]4)CC3)c2c1. The result is 1 (blocker). (4) The result is 1 (blocker). The molecule is CN1C(=O)C=CC2(C)C3CCC4(C)C(O)C(=Cc5cccc(F)c5)CC4C3CCC12. (5) The drug is CC(C)=CCn1c(N2CCCC(N)C2)c(C#N)c2ncn(Cc3ccnc4ccccc34)c(=O)c21. The result is 1 (blocker).